From a dataset of Full USPTO retrosynthesis dataset with 1.9M reactions from patents (1976-2016). Predict the reactants needed to synthesize the given product. (1) Given the product [Br:36][CH2:37][C:38]([NH:24][C:23]1[CH:25]=[CH:26][C:20]([C:17]2[N:16]=[C:15]([C:4]3[CH:3]=[C:2]([CH3:1])[N:6]([CH2:7][C:8]4[CH:9]=[CH:10][C:11]([CH3:14])=[CH:12][CH:13]=4)[N:5]=3)[O:19][N:18]=2)=[CH:21][CH:22]=1)=[O:39], predict the reactants needed to synthesize it. The reactants are: [CH3:1][C:2]1[N:6]([CH2:7][C:8]2[CH:13]=[CH:12][C:11]([CH3:14])=[CH:10][CH:9]=2)[N:5]=[C:4]([C:15]2[O:19][N:18]=[C:17]([C:20]3[CH:26]=[CH:25][C:23]([NH2:24])=[CH:22][CH:21]=3)[N:16]=2)[CH:3]=1.C(N(CC)C(C)C)(C)C.[Br:36][CH2:37][C:38](Br)=[O:39]. (2) Given the product [N:19]1([CH2:24][CH:25]([C:27]2[CH:32]=[CH:31][C:30]([F:33])=[CH:29][CH:28]=2)[O:18][C:16]2[CH:15]=[CH:14][C:9]([C:10]([O:12][CH3:13])=[O:11])=[C:8]([C:5]3[CH:6]=[CH:7][C:2]([F:1])=[CH:3][CH:4]=3)[CH:17]=2)[CH:23]=[CH:22][N:21]=[CH:20]1, predict the reactants needed to synthesize it. The reactants are: [F:1][C:2]1[CH:7]=[CH:6][C:5]([C:8]2[CH:17]=[C:16]([OH:18])[CH:15]=[CH:14][C:9]=2[C:10]([O:12][CH3:13])=[O:11])=[CH:4][CH:3]=1.[N:19]1([CH2:24][CH:25]([C:27]2[CH:32]=[CH:31][C:30]([F:33])=[CH:29][CH:28]=2)O)[CH:23]=[CH:22][N:21]=[CH:20]1.CC1N(CC(C2C=CC(F)=CC=2)OC2C=CC(CCC3C=CC(F)=CC=3)=C(C=2)C(OC)=O)C=CN=1. (3) The reactants are: CC1C=CC(C(O)=O)=CC=1[CH2:11][CH2:12][C:13]1[CH:14]=[N:15][CH:16]=[C:17]([CH2:19][N:20]2[CH2:24][CH2:23][CH2:22][CH2:21]2)[CH:18]=1.N1C=CC=CC=1.IC1C=C(C=CC=1C)C(O)=O.CCN(C(C)C)C(C)C. Given the product [C:12]([C:13]1[CH:14]=[N:15][CH:16]=[C:17]([CH2:19][N:20]2[CH2:24][CH2:23][CH2:22][CH2:21]2)[CH:18]=1)#[CH:11], predict the reactants needed to synthesize it.